Dataset: Full USPTO retrosynthesis dataset with 1.9M reactions from patents (1976-2016). Task: Predict the reactants needed to synthesize the given product. (1) Given the product [NH2:5][CH:6]1[CH2:7][C:8]2[CH:9]=[C:10]([NH:16][C:17]3[N:22]=[C:21]([C:23]4[C:24]([C:32]5[CH:33]=[C:34]([NH:38][C:39](=[O:46])[CH2:40][C:41]6[S:42][CH:43]=[CH:44][CH:45]=6)[CH:35]=[CH:36][CH:37]=5)=[N:25][N:26]5[CH:31]=[CH:30][CH:29]=[CH:28][C:27]=45)[CH:20]=[CH:19][N:18]=3)[CH:11]=[CH:12][C:13]=2[CH2:14][CH2:15]1, predict the reactants needed to synthesize it. The reactants are: FC(F)(F)C([NH:5][CH:6]1[CH2:15][CH2:14][C:13]2[C:8](=[CH:9][C:10]([NH:16][C:17]3[N:22]=[C:21]([C:23]4[C:24]([C:32]5[CH:37]=[CH:36][CH:35]=[C:34]([NH:38][C:39](=[O:46])[CH2:40][C:41]6[S:42][CH:43]=[CH:44][CH:45]=6)[CH:33]=5)=[N:25][N:26]5[CH:31]=[CH:30][CH:29]=[CH:28][C:27]=45)[CH:20]=[CH:19][N:18]=3)=[CH:11][CH:12]=2)[CH2:7]1)=O.[Li+].[OH-]. (2) The reactants are: [Cl:1][C:2]1[CH:7]=[CH:6][C:5]([C:8]2[O:16][C:15]3[CH:14]=[CH:13][NH:12][C:11](=[O:17])[C:10]=3[CH:9]=2)=[CH:4][CH:3]=1.Br[C:19]1[CH:20]=[CH:21][C:22]2[N:26]=[C:25]([CH:27]3[CH2:29][CH2:28]3)[N:24]([CH3:30])[C:23]=2[CH:31]=1.CNCCNC.C(=O)([O-])[O-].[K+].[K+]. Given the product [Cl:1][C:2]1[CH:3]=[CH:4][C:5]([C:8]2[O:16][C:15]3[CH:14]=[CH:13][N:12]([C:19]4[CH:20]=[CH:21][C:22]5[N:26]=[C:25]([CH:27]6[CH2:28][CH2:29]6)[N:24]([CH3:30])[C:23]=5[CH:31]=4)[C:11](=[O:17])[C:10]=3[CH:9]=2)=[CH:6][CH:7]=1, predict the reactants needed to synthesize it. (3) The reactants are: [NH2:1][C:2]1[N:11]=[C:10]([OH:12])[C:9]2[C:4](=[N:5][CH:6]=[C:7]([CH2:13][NH:14][C:15]3[CH:33]=[CH:32][C:18]([C:19]([NH:21][C@H:22]([C:28]([O:30][CH3:31])=[O:29])[CH2:23][CH2:24][C:25](O)=[O:26])=[O:20])=[CH:17][CH:16]=3)[N:8]=2)[N:3]=1.C(N(CC)CC)C.[NH2:41][CH2:42][CH2:43][O:44][CH2:45][CH2:46][O:47][CH2:48][CH2:49][NH:50][C:51](=[O:57])[O:52][C:53]([CH3:56])([CH3:55])[CH3:54].[B-](F)(F)(F)F.CN(C(ON1C(=O)C=CC=C1)=[N+](C)C)C. Given the product [NH2:1][C:2]1[N:11]=[C:10]([OH:12])[C:9]2[C:4](=[N:5][CH:6]=[C:7]([CH2:13][NH:14][C:15]3[CH:33]=[CH:32][C:18]([C:19]([NH:21][C@H:22]([C:28]([O:30][CH3:31])=[O:29])[CH2:23][CH2:24][C:25](=[O:26])[NH:41][CH2:42][CH2:43][O:44][CH2:45][CH2:46][O:47][CH2:48][CH2:49][NH:50][C:51](=[O:57])[O:52][C:53]([CH3:55])([CH3:54])[CH3:56])=[O:20])=[CH:17][CH:16]=3)[N:8]=2)[N:3]=1, predict the reactants needed to synthesize it. (4) Given the product [Cl:13][C:11]1[C:10]([CH3:14])=[CH:9][C:7]2[NH:8][C:4]([S:3][C:18]3[O:22][C:21]([CH:23]=[O:24])=[CH:20][CH:19]=3)=[N:5][C:6]=2[CH:12]=1, predict the reactants needed to synthesize it. The reactants are: [H-].[Na+].[SH:3][C:4]1[NH:8][C:7]2[CH:9]=[C:10]([CH3:14])[C:11]([Cl:13])=[CH:12][C:6]=2[N:5]=1.[N+]([C:18]1[O:22][C:21]([CH:23]=[O:24])=[CH:20][CH:19]=1)([O-])=O. (5) Given the product [F:1][C:2]1[CH:3]=[CH:4][C:5]2[N:6]([C:8]([C:11]3[N:16]=[C:15]([OH:17])[CH:14]=[CH:13][N:12]=3)=[CH:9][N:10]=2)[CH:7]=1, predict the reactants needed to synthesize it. The reactants are: [F:1][C:2]1[CH:3]=[CH:4][C:5]2[N:6]([C:8]([C:11]3[N:16]=[C:15]([O:17]C)[CH:14]=[CH:13][N:12]=3)=[CH:9][N:10]=2)[CH:7]=1.[OH-].[K+]. (6) The reactants are: [C:1]([OH:10])(=[O:9])[C:2]1[C:3](=[CH:5][CH:6]=[CH:7][CH:8]=1)[NH2:4].[CH3:11][O:12][C:13]1[C:22]2[C:17](=[CH:18][CH:19]=[CH:20][CH:21]=2)[C:16]([CH:23]=O)=[CH:15][CH:14]=1. Given the product [CH3:11][O:12][C:13]1[C:22]2[C:17](=[CH:18][CH:19]=[CH:20][CH:21]=2)[C:16]([CH2:23][NH:4][C:3]2[CH:5]=[CH:6][CH:7]=[CH:8][C:2]=2[C:1]([OH:10])=[O:9])=[CH:15][CH:14]=1, predict the reactants needed to synthesize it. (7) Given the product [C:24]([C:28]1[CH:37]=[CH:36][C:31]([CH2:32][NH:33][C:34]([NH:9][CH2:8][CH2:7][N:1]2[CH2:6][CH2:5][S:4][CH2:3][CH2:2]2)=[S:35])=[CH:30][CH:29]=1)([CH3:27])([CH3:25])[CH3:26], predict the reactants needed to synthesize it. The reactants are: [N:1]1([CH2:7][CH2:8][N:9]2C(=O)C3C(=CC=CC=3)C2=O)[CH2:6][CH2:5][S:4][CH2:3][CH2:2]1.O.NN.Cl.[C:24]([C:28]1[CH:37]=[CH:36][C:31]([CH2:32][N:33]=[C:34]=[S:35])=[CH:30][CH:29]=1)([CH3:27])([CH3:26])[CH3:25].